This data is from Forward reaction prediction with 1.9M reactions from USPTO patents (1976-2016). The task is: Predict the product of the given reaction. (1) Given the reactants O[Li:2].O.C[O:5][C:6](=[O:46])[CH2:7][C:8]1[CH:45]=[CH:44][CH:43]=[CH:42][C:9]=1[CH2:10][CH2:11][C:12]1[C:17]([C:18]([F:21])([F:20])[F:19])=[CH:16][N:15]=[C:14]([NH:22][C:23]2[CH:28]=[CH:27][C:26]([CH:29]3[CH2:34][CH2:33][CH2:32][N:31]([C:35]([O:37][C:38]([CH3:41])([CH3:40])[CH3:39])=[O:36])[CH2:30]3)=[CH:25][CH:24]=2)[N:13]=1, predict the reaction product. The product is: [C:38]([O:37][C:35]([N:31]1[CH2:32][CH2:33][CH2:34][CH:29]([C:26]2[CH:25]=[CH:24][C:23]([NH:22][C:14]3[N:13]=[C:12]([CH2:11][CH2:10][C:9]4[CH:42]=[CH:43][CH:44]=[CH:45][C:8]=4[CH2:7][C:6]([O-:46])=[O:5])[C:17]([C:18]([F:20])([F:19])[F:21])=[CH:16][N:15]=3)=[CH:28][CH:27]=2)[CH2:30]1)=[O:36])([CH3:41])([CH3:39])[CH3:40].[Li+:2]. (2) Given the reactants [F:1][C:2]1[CH:7]=[CH:6][CH:5]=[CH:4][C:3]=1[OH:8].CC(C)(C)[O-].[K+].Br[C:16]1[CH:21]=[CH:20][CH:19]=[CH:18][CH:17]=1, predict the reaction product. The product is: [CH:16]1[CH:21]=[CH:20][C:19]([O:8][C:3]2[C:2]([F:1])=[CH:7][CH:6]=[CH:5][CH:4]=2)=[CH:18][CH:17]=1. (3) Given the reactants [Br:1][C:2]1[CH:3]=[C:4]([C:8](=O)[C:9]([C:11]2C=[C:14]([C:16](=O)CC)[N:13]([CH2:20]C(F)(F)F)[CH:12]=2)=O)[CH:5]=[CH:6][CH:7]=1.[CH3:26][NH:27][C:28]([NH2:30])=[NH:29].[C:31](=[O:34])([O-])[O-].[Na+].[Na+].CCO[C:40]([CH3:42])=O.[CH2:43]([OH:45])C, predict the reaction product. The product is: [NH2:30][C:28]1[N:27]([CH3:26])[C:43](=[O:45])[C:8]([C:4]2[CH:5]=[CH:6][CH:7]=[C:2]([Br:1])[CH:3]=2)([C:9]2[CH:11]=[C:12]([C:31](=[O:34])[CH2:40][CH3:42])[N:13]([CH2:14][CH3:16])[CH:20]=2)[N:29]=1. (4) Given the reactants [OH:1][CH2:2][C:3]([NH:5][CH2:6][C@H:7]([OH:34])[CH2:8][O:9][C:10]1[C:15]([CH3:16])=[CH:14][C:13]([C:17]2[N:21]=[C:20]([C:22]3[S:23][C:24]([CH2:28][NH:29][CH:30]([CH3:32])[CH3:31])=[C:25]([CH3:27])[CH:26]=3)[O:19][N:18]=2)=[CH:12][C:11]=1[CH3:33])=[O:4].[CH2:35](I)[CH3:36].CCN(C(C)C)C(C)C, predict the reaction product. The product is: [NH3:5].[CH2:35]([N:29]([CH2:28][C:24]1[S:23][C:22]([C:20]2[O:19][N:18]=[C:17]([C:13]3[CH:14]=[C:15]([CH3:16])[C:10]([O:9][CH2:8][C@@H:7]([OH:34])[CH2:6][NH:5][C:3](=[O:4])[CH2:2][OH:1])=[C:11]([CH3:33])[CH:12]=3)[N:21]=2)=[CH:26][C:25]=1[CH3:27])[CH:30]([CH3:31])[CH3:32])[CH3:36]. (5) Given the reactants [F:1][CH2:2][CH2:3][OH:4].[C:5]1([CH3:15])[CH:10]=[CH:9][C:8]([S:11](O)(=[O:13])=[O:12])=[CH:7][CH:6]=1, predict the reaction product. The product is: [F:1][CH2:2][CH2:3][O:4][S:11]([C:8]1[CH:9]=[CH:10][C:5]([CH3:15])=[CH:6][CH:7]=1)(=[O:13])=[O:12]. (6) Given the reactants [CH3:1][C:2]1[C:6]([C:7]2[CH:16]=[C:15]3[C:10]([C:11](O)=[C:12]([C:17]([O:19]CC)=[O:18])[CH:13]=[N:14]3)=[CH:9][CH:8]=2)=[C:5]([CH3:23])[O:4][N:3]=1.S(Cl)([Cl:26])=O.[OH-].[Na+].C(O)C, predict the reaction product. The product is: [Cl:26][C:11]1[C:10]2[C:15](=[CH:16][C:7]([C:6]3[C:2]([CH3:1])=[N:3][O:4][C:5]=3[CH3:23])=[CH:8][CH:9]=2)[N:14]=[CH:13][C:12]=1[C:17]([OH:19])=[O:18]. (7) Given the reactants [F:1][CH:2]([F:11])[C:3]([C:5]1[CH:10]=[CH:9][CH:8]=[CH:7][CH:6]=1)=[O:4].Br[C:13]1[C:22]2[C:17](=[CH:18][CH:19]=[CH:20][CH:21]=2)[CH:16]=[CH:15][CH:14]=1.ClC1C2C(=CC=CC=2)C=CC=1, predict the reaction product. The product is: [F:1][C:2]([F:11])([C:21]1[C:22]2[C:17](=[CH:16][CH:15]=[CH:14][CH:13]=2)[CH:18]=[CH:19][CH:20]=1)[C:3]([C:5]1[CH:6]=[CH:7][CH:8]=[CH:9][CH:10]=1)=[O:4].